From a dataset of Full USPTO retrosynthesis dataset with 1.9M reactions from patents (1976-2016). Predict the reactants needed to synthesize the given product. Given the product [CH:25]1([N:30]2[CH2:31][CH2:32][N:33]([CH2:23]/[CH:22]=[CH:21]/[C:18]3[CH:19]=[CH:20][C:15]([CH2:14][N:13]4[C:6]5=[N:7][C:8]([CH3:12])=[CH:9][C:10]([CH3:11])=[C:5]5[N:4]=[C:3]4[CH2:1][CH3:2])=[CH:16][CH:17]=3)[CH2:34][CH2:35]2)[CH2:26][CH2:27][CH2:28][CH2:29]1, predict the reactants needed to synthesize it. The reactants are: [CH2:1]([C:3]1[N:13]([CH2:14][C:15]2[CH:20]=[CH:19][C:18](/[CH:21]=[CH:22]/[CH2:23]O)=[CH:17][CH:16]=2)[C:6]2=[N:7][C:8]([CH3:12])=[CH:9][C:10]([CH3:11])=[C:5]2[N:4]=1)[CH3:2].[CH:25]1([N:30]2[CH2:35][CH2:34][NH:33][CH2:32][CH2:31]2)[CH2:29][CH2:28][CH2:27][CH2:26]1.